Dataset: Full USPTO retrosynthesis dataset with 1.9M reactions from patents (1976-2016). Task: Predict the reactants needed to synthesize the given product. (1) Given the product [CH2:4]([O:3][C:1](=[O:2])[NH:11][C@H:12]([CH:13]([CH3:14])[CH3:15])[C:16]([NH:34][CH2:35][CH:36]([O:39][CH3:40])[O:37][CH3:38])=[O:18])[C:5]1[CH:6]=[CH:7][CH:8]=[CH:9][CH:10]=1, predict the reactants needed to synthesize it. The reactants are: [C:1]([NH:11][C@@H:12]([C:16]([OH:18])=O)[CH:13]([CH3:15])[CH3:14])([O:3][CH2:4][C:5]1[CH:10]=[CH:9][CH:8]=[CH:7][CH:6]=1)=[O:2].CN1CCOCC1.ClC(OCC(C)C)=O.[NH2:34][CH2:35][CH:36]([O:39][CH3:40])[O:37][CH3:38]. (2) Given the product [CH3:1][O:2][C:3]([C:5]1[CH:6]=[C:7]2[C:11](=[CH:12][CH:13]=1)[NH:10][C:9](=[O:14])/[C:8]/2=[CH:20]\[C:19]1[CH:22]=[CH:23][C:16]([F:15])=[CH:17][CH:18]=1)=[O:4], predict the reactants needed to synthesize it. The reactants are: [CH3:1][O:2][C:3]([C:5]1[CH:6]=[C:7]2[C:11](=[CH:12][CH:13]=1)[NH:10][C:9](=[O:14])[CH2:8]2)=[O:4].[F:15][C:16]1[CH:23]=[CH:22][C:19]([CH:20]=O)=[CH:18][CH:17]=1.N1CCCCC1. (3) Given the product [C:11]1([C:10]([C:18]2[CH:23]=[CH:22][CH:21]=[CH:20][CH:19]=2)=[CH:1][C:2]2[CH:7]=[CH:6][CH:5]=[CH:4][CH:3]=2)[CH:16]=[CH:15][CH:14]=[CH:13][CH:12]=1, predict the reactants needed to synthesize it. The reactants are: [CH2:1]([Mg]Cl)[C:2]1[CH:7]=[CH:6][CH:5]=[CH:4][CH:3]=1.[C:10]([C:18]1[CH:23]=[CH:22][CH:21]=[CH:20][CH:19]=1)(=O)[C:11]1[CH:16]=[CH:15][CH:14]=[CH:13][CH:12]=1. (4) Given the product [CH2:13]([O:9][CH2:8][C:4]1[O:3][CH:7]=[CH:6][CH:5]=1)[C:12]#[CH:11], predict the reactants needed to synthesize it. The reactants are: [H-].[Na+].[O:3]1[CH:7]=[CH:6][CH:5]=[C:4]1[CH2:8][OH:9].Br[CH2:11][C:12]#[CH:13].O. (5) Given the product [F:28][CH:29]([F:38])[C:30]([NH:1][CH2:2][CH2:3][C:4]1[C:12]2[C:7](=[CH:8][C:9]([F:15])=[C:10]([O:13][CH3:14])[CH:11]=2)[NH:6][C:5]=1[C:16]([OH:18])=[O:17])=[O:31], predict the reactants needed to synthesize it. The reactants are: [NH2:1][CH2:2][CH2:3][C:4]1[C:12]2[C:7](=[CH:8][C:9]([F:15])=[C:10]([O:13][CH3:14])[CH:11]=2)[NH:6][C:5]=1[C:16]([OH:18])=[O:17].C(N(C(C)C)CC)(C)C.[F:28][CH:29]([F:38])[C:30](O[C:30](=[O:31])[CH:29]([F:38])[F:28])=[O:31].C(=O)([O-])O.[Na+]. (6) Given the product [CH2:10]([CH:11]([O:23][C:24](=[O:26])[CH3:25])[CH2:12][CH2:13][CH2:14][CH2:15][CH2:16][CH2:17][CH2:18][CH2:19][CH2:20][CH:21]=[CH2:22])[CH2:9][CH2:8][CH2:7][CH2:6][CH2:5][CH2:4][CH2:3][CH:2]=[CH2:1], predict the reactants needed to synthesize it. The reactants are: [CH2:1]=[CH:2][CH2:3][CH2:4][CH2:5][CH2:6][CH2:7][CH2:8][CH2:9][CH2:10][CH:11]([OH:23])[CH2:12][CH2:13][CH2:14][CH2:15][CH2:16][CH2:17][CH2:18][CH2:19][CH2:20][CH:21]=[CH2:22].[C:24](OC(=O)C)(=[O:26])[CH3:25]. (7) Given the product [CH:1]1([N:7]2[CH2:9][CH2:10][NH:11][C:12]2=[O:13])[CH2:6][CH2:5][CH2:4][CH2:3][CH2:2]1, predict the reactants needed to synthesize it. The reactants are: [CH:1]1([NH2:7])[CH2:6][CH2:5][CH2:4][CH2:3][CH2:2]1.Cl[CH2:9][CH2:10][N:11]=[C:12]=[O:13].[H-].[Na+].[NH4+].[Cl-].[Na+].[Cl-].